Task: Regression. Given a peptide amino acid sequence and an MHC pseudo amino acid sequence, predict their binding affinity value. This is MHC class I binding data.. Dataset: Peptide-MHC class I binding affinity with 185,985 pairs from IEDB/IMGT The peptide sequence is DDPWGEVL. The MHC is Mamu-A11 with pseudo-sequence Mamu-A11. The binding affinity (normalized) is 0.200.